Predict which catalyst facilitates the given reaction. From a dataset of Catalyst prediction with 721,799 reactions and 888 catalyst types from USPTO. Reactant: [C:1]([S:20][CH2:21][CH2:22][O:23][CH2:24][CH2:25][O:26][CH2:27][CH2:28][OH:29])([C:14]1[CH:19]=[CH:18][CH:17]=[CH:16][CH:15]=1)([C:8]1[CH:13]=[CH:12][CH:11]=[CH:10][CH:9]=1)[C:2]1[CH:7]=[CH:6][CH:5]=[CH:4][CH:3]=1.[C:30]1([CH3:40])[CH:35]=[CH:34][C:33]([S:36](Cl)(=[O:38])=[O:37])=[CH:32][CH:31]=1.N1C=CC=CC=1. Product: [C:1]([S:20][CH2:21][CH2:22][O:23][CH2:24][CH2:25][O:26][CH2:27][CH2:28][O:29][S:36]([C:33]1[CH:34]=[CH:35][C:30]([CH3:40])=[CH:31][CH:32]=1)(=[O:38])=[O:37])([C:8]1[CH:13]=[CH:12][CH:11]=[CH:10][CH:9]=1)([C:14]1[CH:15]=[CH:16][CH:17]=[CH:18][CH:19]=1)[C:2]1[CH:3]=[CH:4][CH:5]=[CH:6][CH:7]=1. The catalyst class is: 2.